This data is from Ames mutagenicity test results for genotoxicity prediction. The task is: Regression/Classification. Given a drug SMILES string, predict its toxicity properties. Task type varies by dataset: regression for continuous values (e.g., LD50, hERG inhibition percentage) or binary classification for toxic/non-toxic outcomes (e.g., AMES mutagenicity, cardiotoxicity, hepatotoxicity). Dataset: ames. (1) The drug is NC1(C(=O)O)CCCC1. The result is 0 (non-mutagenic). (2) The drug is OC1C=Cc2c(ccc3c2ccc2ccccc23)C1O. The result is 1 (mutagenic). (3) The drug is CC1=C2C(=CC(C)(C)C2O)C(=O)C(C)(O)C12CC2. The result is 1 (mutagenic). (4) The compound is C[C@@H](O)CBr. The result is 1 (mutagenic). (5) The compound is Oc1cc(Cl)c(Cl)c(Cl)c1. The result is 0 (non-mutagenic). (6) The drug is ONc1ccc2c(c1)Cc1ccccc1-2. The result is 1 (mutagenic). (7) The compound is Cc1cc([N+](=O)[O-])cc([N+](=O)[O-])c1C. The result is 0 (non-mutagenic).